From a dataset of Full USPTO retrosynthesis dataset with 1.9M reactions from patents (1976-2016). Predict the reactants needed to synthesize the given product. (1) The reactants are: Cl[C:2]1[C:11]2[C:6](=[CH:7][CH:8]=[CH:9][CH:10]=2)[CH:5]=[CH:4][N:3]=1.[C:12]([O:16][C:17]([N:19]1[CH2:24][CH2:23][CH:22]([NH2:25])[CH2:21][CH2:20]1)=[O:18])([CH3:15])([CH3:14])[CH3:13].O(C(C)(C)C)[K]. Given the product [C:12]([O:16][C:17]([N:19]1[CH2:24][CH2:23][CH:22]([NH:25][C:2]2[C:11]3[C:6](=[CH:7][CH:8]=[CH:9][CH:10]=3)[CH:5]=[CH:4][N:3]=2)[CH2:21][CH2:20]1)=[O:18])([CH3:15])([CH3:13])[CH3:14], predict the reactants needed to synthesize it. (2) The reactants are: FC(F)(F)S(OS(C(F)(F)F)(=O)=O)(=O)=O.[Si:16]([O:23][CH2:24][C:25]1([CH2:39][O:40][Si:41]([C:44]([CH3:47])([CH3:46])[CH3:45])([CH3:43])[CH3:42])[O:30][C:29]2[CH:31]=[CH:32][C:33]([N+:35]([O-:37])=[O:36])=[CH:34][C:28]=2[NH:27][C:26]1=O)([C:19]([CH3:22])([CH3:21])[CH3:20])([CH3:18])[CH3:17].[N-:48]=[N+:49]=[N-:50].[Na+]. Given the product [Si:41]([O:40][CH2:39][C:25]1([CH2:24][O:23][Si:16]([C:19]([CH3:20])([CH3:21])[CH3:22])([CH3:17])[CH3:18])[O:30][C:29]2[CH:31]=[CH:32][C:33]([N+:35]([O-:37])=[O:36])=[CH:34][C:28]=2[N:27]2[N:48]=[N:49][N:50]=[C:26]12)([C:44]([CH3:45])([CH3:46])[CH3:47])([CH3:43])[CH3:42], predict the reactants needed to synthesize it. (3) Given the product [Cl:1][C:2]1[CH:3]=[C:4]([CH2:9][S:10]([NH:13][C:14]2[C:19]([O:20][CH3:21])=[CH:18][C:17]([S:26][CH:24]([CH3:25])[CH3:23])=[CH:16][N:15]=2)(=[O:12])=[O:11])[CH:5]=[C:6]([Cl:8])[CH:7]=1, predict the reactants needed to synthesize it. The reactants are: [Cl:1][C:2]1[CH:3]=[C:4]([CH2:9][S:10]([NH:13][C:14]2[C:19]([O:20][CH3:21])=[CH:18][C:17](I)=[CH:16][N:15]=2)(=[O:12])=[O:11])[CH:5]=[C:6]([Cl:8])[CH:7]=1.[CH3:23][CH:24]([SH:26])[CH3:25].CC1(C)C2C=CC=C(P(C3C=CC=CC=3)C3C=CC=CC=3)C=2OC2C1=CC=CC=2P(C1C=CC=CC=1)C1C=CC=CC=1.CCN(C(C)C)C(C)C. (4) Given the product [CH:21]1[C:22]2[CH:10]([CH2:9][O:8][C:7]([NH:1][CH2:2][CH2:3][C:4]([OH:6])=[O:5])=[O:23])[C:11]3[C:16](=[CH:15][CH:14]=[CH:13][CH:12]=3)[C:17]=2[CH:18]=[CH:19][CH:20]=1, predict the reactants needed to synthesize it. The reactants are: [NH2:1][CH2:2][CH2:3][C:4]([OH:6])=[O:5].[C:7](Cl)(=[O:23])[O:8][CH2:9][CH:10]1[C:22]2[CH:21]=[CH:20][CH:19]=[CH:18][C:17]=2[C:16]2[C:11]1=[CH:12][CH:13]=[CH:14][CH:15]=2.O. (5) Given the product [OH:32][C:30]1[CH:31]=[C:26]([NH:25][CH:2]=[C:3]2[C:11]3[C:6](=[CH:7][C:8]([C:12]([C:14]4[CH:15]=[C:16]([NH:20][C:21](=[O:23])[CH3:22])[CH:17]=[CH:18][CH:19]=4)=[O:13])=[CH:9][CH:10]=3)[NH:5][C:4]2=[O:24])[CH:27]=[CH:28][C:29]=1[CH3:33], predict the reactants needed to synthesize it. The reactants are: O[CH:2]=[C:3]1[C:11]2[C:6](=[CH:7][C:8]([C:12]([C:14]3[CH:15]=[C:16]([NH:20][C:21](=[O:23])[CH3:22])[CH:17]=[CH:18][CH:19]=3)=[O:13])=[CH:9][CH:10]=2)[NH:5][C:4]1=[O:24].[NH2:25][C:26]1[CH:27]=[CH:28][C:29]([CH3:33])=[C:30]([OH:32])[CH:31]=1. (6) Given the product [C:1]([O:5][C:6]([N:8]1[CH2:9][CH2:10][C:11]2([O:18][CH:16]([OH:17])[CH2:15][CH2:14]2)[CH2:12][CH2:13]1)=[O:7])([CH3:4])([CH3:2])[CH3:3], predict the reactants needed to synthesize it. The reactants are: [C:1]([O:5][C:6]([N:8]1[CH2:13][CH2:12][C:11]([OH:18])([CH2:14][CH2:15][CH2:16][OH:17])[CH2:10][CH2:9]1)=[O:7])([CH3:4])([CH3:3])[CH3:2].CC(OI1(OC(C)=O)(OC(C)=O)OC(=O)C2C=CC=CC1=2)=O. (7) Given the product [Cl:1][C:2]1[CH:7]=[CH:6][C:5]([NH:8][C:24](=[O:25])[C:23]2[CH:27]=[CH:28][CH:29]=[CH:30][C:22]=2[O:21][C:20]([F:19])([F:31])[F:32])=[CH:4][C:3]=1[C:9]1[O:10][C:11]2[CH:17]=[CH:16][C:15]([CH3:18])=[CH:14][C:12]=2[N:13]=1, predict the reactants needed to synthesize it. The reactants are: [Cl:1][C:2]1[CH:7]=[CH:6][C:5]([NH2:8])=[CH:4][C:3]=1[C:9]1[O:10][C:11]2[CH:17]=[CH:16][C:15]([CH3:18])=[CH:14][C:12]=2[N:13]=1.[F:19][C:20]([F:32])([F:31])[O:21][C:22]1[CH:30]=[CH:29][CH:28]=[CH:27][C:23]=1[C:24](Cl)=[O:25].